Predict the reaction yield, written as a fraction of the theoretical maximum amount of product (1.0 means a 100% yield; for example, 0.34 means a 34% yield). From a dataset of Reaction yield outcomes from USPTO patents with 853,638 reactions. The reactants are [O:1]1[C:5]2[CH:6]=[CH:7][C:8]([C:10]3([C:13]([NH:15][C:16]4[CH:17]=[C:18]5[C:22](=[C:23]([C:25]#[N:26])[CH:24]=4)[NH:21][C:20]([C:27]([CH3:30])([CH3:29])[CH3:28])=[CH:19]5)=[O:14])[CH2:12][CH2:11]3)=[CH:9][C:4]=2[O:3][CH2:2]1.[H][H]. The catalyst is C(OCC)(=O)C.[Pd]. The product is [NH2:26][CH2:25][C:23]1[CH:24]=[C:16]([NH:15][C:13]([C:10]2([C:8]3[CH:7]=[CH:6][C:5]4[O:1][CH2:2][O:3][C:4]=4[CH:9]=3)[CH2:11][CH2:12]2)=[O:14])[CH:17]=[C:18]2[C:22]=1[NH:21][C:20]([C:27]([CH3:30])([CH3:29])[CH3:28])=[CH:19]2. The yield is 0.320.